This data is from Full USPTO retrosynthesis dataset with 1.9M reactions from patents (1976-2016). The task is: Predict the reactants needed to synthesize the given product. (1) Given the product [C:1]12([C:11](=[O:23])[CH2:12][S:13][C:14]3[N:19]=[CH:18][C:17]([C:20]([NH:26][CH2:24][CH3:25])=[O:22])=[CH:16][CH:15]=3)[CH2:10][CH:5]3[CH2:6][CH:7]([CH2:9][CH:3]([CH2:4]3)[CH2:2]1)[CH2:8]2, predict the reactants needed to synthesize it. The reactants are: [C:1]12([C:11](=[O:23])[CH2:12][S:13][C:14]3[N:19]=[CH:18][C:17]([C:20]([OH:22])=O)=[CH:16][CH:15]=3)[CH2:10][CH:5]3[CH2:6][CH:7]([CH2:9][CH:3]([CH2:4]3)[CH2:2]1)[CH2:8]2.[CH2:24]([NH2:26])[CH3:25]. (2) Given the product [Cl:3][C:13]1[N:12]=[C:11]([S:15][CH3:16])[N:10]=[C:9]([C:17]2[CH:22]=[CH:21][CH:20]=[C:19]([O:23][CH3:24])[CH:18]=2)[C:8]=1[C:6]#[N:7], predict the reactants needed to synthesize it. The reactants are: P(Cl)(Cl)([Cl:3])=O.[C:6]([C:8]1[C:9]([C:17]2[CH:22]=[CH:21][CH:20]=[C:19]([O:23][CH3:24])[CH:18]=2)=[N:10][C:11]([S:15][CH3:16])=[N:12][C:13]=1O)#[N:7].CN(C)C1C=CC=CC=1.O. (3) Given the product [CH3:55][C:52]1([CH3:56])[O:51][C:50]2[CH:57]=[CH:58][C:47]([C@H:45]3[O:44][C:43](=[O:59])[N:42]([CH2:41][CH2:40][C:36]4[CH:35]=[C:34]([CH:39]=[CH:38][CH:37]=4)[CH2:33][O:1][CH2:2][CH2:3][C:4]4[CH:5]=[C:6]([S:10]([N:13]([CH2:22][O:23][CH2:24][CH2:25][Si:26]([CH3:28])([CH3:27])[CH3:29])[CH2:14][O:15][CH2:16][CH2:17][Si:18]([CH3:20])([CH3:21])[CH3:19])(=[O:12])=[O:11])[CH:7]=[CH:8][CH:9]=4)[CH2:46]3)=[CH:48][C:49]=2[CH2:54][O:53]1, predict the reactants needed to synthesize it. The reactants are: [OH:1][CH2:2][CH2:3][C:4]1[CH:5]=[C:6]([S:10]([N:13]([CH2:22][O:23][CH2:24][CH2:25][Si:26]([CH3:29])([CH3:28])[CH3:27])[CH2:14][O:15][CH2:16][CH2:17][Si:18]([CH3:21])([CH3:20])[CH3:19])(=[O:12])=[O:11])[CH:7]=[CH:8][CH:9]=1.[OH-].[Na+].Br[CH2:33][C:34]1[CH:35]=[C:36]([CH2:40][CH2:41][N:42]2[CH2:46][C@@H:45]([C:47]3[CH:58]=[CH:57][C:50]4[O:51][C:52]([CH3:56])([CH3:55])[O:53][CH2:54][C:49]=4[CH:48]=3)[O:44][C:43]2=[O:59])[CH:37]=[CH:38][CH:39]=1. (4) Given the product [O:7]1[C@:3]([C:8]2[CH:13]=[CH:12][C:11]([F:14])=[CH:10][C:9]=2[F:15])([C@H:4]([OH:6])[CH3:5])[CH2:2]1, predict the reactants needed to synthesize it. The reactants are: Cl[CH2:2][C@:3]([C:8]1[CH:13]=[CH:12][C:11]([F:14])=[CH:10][C:9]=1[F:15])([OH:7])[C@H:4]([OH:6])[CH3:5].C[O-].[Na+].O. (5) Given the product [OH:12][CH2:11][CH:10]([N:13]1[C:18](=[O:19])[CH2:17][CH2:16][CH2:15][CH:14]1[C:20]([O:34][CH2:32][CH3:33])=[O:23])[C:4]1[CH:3]=[C:2]([F:1])[C:7]([F:8])=[C:6]([F:9])[CH:5]=1, predict the reactants needed to synthesize it. The reactants are: [F:1][C:2]1[CH:3]=[C:4]([C@@H:10]([N:13]2[C:18](=[O:19])[CH2:17][CH2:16][CH2:15][C@H:14]2[C:20]#N)[CH2:11][OH:12])[CH:5]=[C:6]([F:9])[C:7]=1[F:8].C(=O)(O)[O-:23].[Na+].C(Cl)(Cl)Cl.Cl.[CH2:32]([OH:34])[CH3:33].